Dataset: Peptide-MHC class I binding affinity with 185,985 pairs from IEDB/IMGT. Task: Regression. Given a peptide amino acid sequence and an MHC pseudo amino acid sequence, predict their binding affinity value. This is MHC class I binding data. (1) The peptide sequence is LKEKSSLRY. The MHC is HLA-A02:12 with pseudo-sequence HLA-A02:12. The binding affinity (normalized) is 0.0847. (2) The peptide sequence is IPQSLDSYWTSL. The MHC is HLA-B18:01 with pseudo-sequence HLA-B18:01. The binding affinity (normalized) is 0.0251. (3) The peptide sequence is FTNDSIISH. The MHC is HLA-B07:02 with pseudo-sequence HLA-B07:02. The binding affinity (normalized) is 0. (4) The peptide sequence is SEYKAAGYL. The MHC is HLA-A26:01 with pseudo-sequence HLA-A26:01. The binding affinity (normalized) is 0.0847. (5) The peptide sequence is ISTNIRQAGVQYSR. The MHC is HLA-B51:01 with pseudo-sequence HLA-B51:01. The binding affinity (normalized) is 0. (6) The peptide sequence is LLLTIGLSLV. The MHC is HLA-A02:06 with pseudo-sequence HLA-A02:06. The binding affinity (normalized) is 0.618.